Dataset: Catalyst prediction with 721,799 reactions and 888 catalyst types from USPTO. Task: Predict which catalyst facilitates the given reaction. (1) Reactant: [NH2:1][C:2]1[C:3]([C:31]([O:33]CC)=O)=[N:4][C:5]([NH:17][CH2:18][C@H:19]2[CH2:23][CH2:22][CH2:21][N:20]2C(OC(C)(C)C)=O)=[N:6][C:7]=1[NH:8][C:9]1[CH:14]=[CH:13][CH:12]=[CH:11][C:10]=1[O:15][CH3:16].C(OC([N:43]1CCC[C@@H]1CNC1N=C(C(OCC)=O)C([N+]([O-])=O)=C(NC2C=CC=CC=2OC)N=1)=O)(C)(C)C.[CH2:73]([OH:75])C. Product: [CH3:16][O:15][C:10]1[CH:11]=[CH:12][CH:13]=[CH:14][C:9]=1[N:8]1[C:73](=[O:75])[NH:1][C:2]2[C:7]1=[N:6][C:5]([NH:17][CH2:18][C@H:19]1[CH2:23][CH2:22][CH2:21][NH:20]1)=[N:4][C:3]=2[C:31]([NH2:43])=[O:33]. The catalyst class is: 45. (2) Reactant: Cl[C:2]1[CH:10]=[CH:9][C:5]([C:6]([OH:8])=[O:7])=[CH:4][N:3]=1.[N:11]1([C:17]([O:19][C:20]([CH3:23])([CH3:22])[CH3:21])=[O:18])[CH2:16][CH2:15][NH:14][CH2:13][CH2:12]1.CCN(C(C)C)C(C)C. Product: [C:20]([O:19][C:17]([N:11]1[CH2:16][CH2:15][N:14]([C:2]2[CH:10]=[CH:9][C:5]([C:6]([OH:8])=[O:7])=[CH:4][N:3]=2)[CH2:13][CH2:12]1)=[O:18])([CH3:23])([CH3:21])[CH3:22]. The catalyst class is: 80. (3) Reactant: [Cl:1][C:2]1[N:11]=[CH:10][C:9]2[NH:8][C:7](=[O:12])[C@@H:6]([CH2:13][CH3:14])[N:5]([CH:15]3[CH2:19][CH2:18][CH2:17][CH2:16]3)[C:4]=2[N:3]=1.[CH2:20](I)[CH3:21].[H-].[Na+].O. Product: [Cl:1][C:2]1[N:11]=[CH:10][C:9]2[N:8]([CH2:20][CH3:21])[C:7](=[O:12])[C@@H:6]([CH2:13][CH3:14])[N:5]([CH:15]3[CH2:19][CH2:18][CH2:17][CH2:16]3)[C:4]=2[N:3]=1. The catalyst class is: 44. (4) Reactant: [Cl:1][C:2]1[CH:10]=[C:9]2[C:5]([CH2:6][C:7](=[O:11])[NH:8]2)=[CH:4][CH:3]=1.[C:12]([Si:16]([CH3:26])([CH3:25])[O:17][CH2:18][C:19]([CH3:24])([CH3:23])[CH2:20][CH:21]=O)([CH3:15])([CH3:14])[CH3:13].C[O-].[Na+]. Product: [C:12]([Si:16]([CH3:25])([CH3:26])[O:17][CH2:18][C:19]([CH3:24])([CH3:23])[CH2:20]/[CH:21]=[C:6]1\[C:7](=[O:11])[NH:8][C:9]2[C:5]\1=[CH:4][CH:3]=[C:2]([Cl:1])[CH:10]=2)([CH3:15])([CH3:14])[CH3:13]. The catalyst class is: 5. (5) Reactant: Cl.[F:2][C:3]1[CH:8]=[CH:7][CH:6]=[C:5]([F:9])[C:4]=1[NH:10][NH2:11].C(O[CH:15]=[C:16]([C:19]#[N:20])[C:17]#[N:18])C.C(N(CC)CC)C. Product: [NH2:20][C:19]1[N:10]([C:4]2[C:3]([F:2])=[CH:8][CH:7]=[CH:6][C:5]=2[F:9])[N:11]=[CH:15][C:16]=1[C:17]#[N:18]. The catalyst class is: 8. (6) Reactant: [OH:1][CH:2]([C:6]([O:19][CH3:20])([C:13]1[CH:18]=[CH:17][CH:16]=[CH:15][CH:14]=1)[C:7]1[CH:12]=[CH:11][CH:10]=[CH:9][CH:8]=1)[C:3]([OH:5])=[O:4]. Product: [OH:1][C@@H:2]([C:6]([O:19][CH3:20])([C:7]1[CH:12]=[CH:11][CH:10]=[CH:9][CH:8]=1)[C:13]1[CH:18]=[CH:17][CH:16]=[CH:15][CH:14]=1)[C:3]([OH:5])=[O:4]. The catalyst class is: 22.